Dataset: Full USPTO retrosynthesis dataset with 1.9M reactions from patents (1976-2016). Task: Predict the reactants needed to synthesize the given product. (1) Given the product [F:1][C:2]1[CH:3]=[C:4]2[C:18](=[CH:19][CH:20]=1)[C:7]1[N:8]([CH3:17])[C:9]3[CH:10]=[C:11]([CH3:16])[CH:12]=[C:13]([CH3:15])[C:14]=3[C:6]=1[CH:5]2[Si:27]([CH3:29])([CH3:28])[CH3:26], predict the reactants needed to synthesize it. The reactants are: [F:1][C:2]1[CH:3]=[C:4]2[C:18](=[CH:19][CH:20]=1)[C:7]1[N:8]([CH3:17])[C:9]3[CH:10]=[C:11]([CH3:16])[CH:12]=[C:13]([CH3:15])[C:14]=3[C:6]=1[CH2:5]2.[Li]CCCC.[CH3:26][Si:27](Cl)([CH3:29])[CH3:28]. (2) Given the product [F:21][CH:10]([F:22])[CH2:11][CH2:12][CH2:13][CH2:14][C:15]1[CH:20]=[CH:19][CH:18]=[CH:17][CH:16]=1, predict the reactants needed to synthesize it. The reactants are: C1(S([C:10]([F:22])([F:21])[CH2:11][CH2:12][CH2:13][CH2:14][C:15]2[CH:20]=[CH:19][CH:18]=[CH:17][CH:16]=2)(=O)=O)C=CC=CC=1. (3) The reactants are: [C:1]([N:4]1[CH2:9][CH2:8][C@H:7]([NH:10][C:11]([C:13]2[NH:14][C:15]([CH2:19][CH3:20])=[C:16]([Cl:18])[N:17]=2)=[O:12])[C@H:6]([O:21][CH2:22][CH3:23])[CH2:5]1)(=[S:3])[NH2:2].Br[CH:25]([CH2:35][CH3:36])[C:26](=O)[C:27]([O:29][CH2:30][CH2:31][CH2:32][CH3:33])=[O:28]. Given the product [Cl:18][C:16]1[N:17]=[C:13]([C:11]([NH:10][C@H:7]2[CH2:8][CH2:9][N:4]([C:1]3[S:3][C:25]([CH2:35][CH3:36])=[C:26]([C:27]([O:29][CH2:30][CH2:31][CH2:32][CH3:33])=[O:28])[N:2]=3)[CH2:5][C@H:6]2[O:21][CH2:22][CH3:23])=[O:12])[NH:14][C:15]=1[CH2:19][CH3:20], predict the reactants needed to synthesize it.